From a dataset of Full USPTO retrosynthesis dataset with 1.9M reactions from patents (1976-2016). Predict the reactants needed to synthesize the given product. Given the product [CH2:17]([O:24][C:25]([N:27]1[CH2:32][CH2:31][CH:30]([CH:33]2[C:6]3[C:1](=[CH:2][CH:3]=[CH:4][CH:5]=3)[NH:7][CH2:10]2)[CH2:29][CH2:28]1)=[O:26])[C:18]1[CH:23]=[CH:22][CH:21]=[CH:20][CH:19]=1, predict the reactants needed to synthesize it. The reactants are: [C:1]1([NH:7]N)[CH:6]=[CH:5][CH:4]=[CH:3][CH:2]=1.F[C:10](CC(O)=O)(F)F.[CH2:17]([O:24][C:25]([N:27]1[CH2:32][CH2:31][CH:30]([CH:33]=O)[CH2:29][CH2:28]1)=[O:26])[C:18]1[CH:23]=[CH:22][CH:21]=[CH:20][CH:19]=1.[BH4-].[Na+].